From a dataset of Peptide-MHC class II binding affinity with 134,281 pairs from IEDB. Regression. Given a peptide amino acid sequence and an MHC pseudo amino acid sequence, predict their binding affinity value. This is MHC class II binding data. (1) The MHC is DRB1_0401 with pseudo-sequence DRB1_0401. The binding affinity (normalized) is 0.205. The peptide sequence is ILQITQYLDFLLL. (2) The peptide sequence is EVIASCHQGINNKLT. The MHC is DRB1_0101 with pseudo-sequence DRB1_0101. The binding affinity (normalized) is 0.231. (3) The peptide sequence is NGDGDVVAVDIKEKG. The MHC is DRB3_0202 with pseudo-sequence DRB3_0202. The binding affinity (normalized) is 0.0139. (4) The peptide sequence is EVLFRLENHAETLRA. The MHC is DRB1_1101 with pseudo-sequence DRB1_1101. The binding affinity (normalized) is 0.473. (5) The peptide sequence is EVLKGPFTVRYTTEG. The MHC is HLA-DPA10201-DPB10101 with pseudo-sequence HLA-DPA10201-DPB10101. The binding affinity (normalized) is 0.167. (6) The peptide sequence is ANWVMANMAPENVADASL. The MHC is DRB1_0401 with pseudo-sequence DRB1_0401. The binding affinity (normalized) is 0.00377. (7) The peptide sequence is YVVKSFDRSTKVIDFHYPNE. The MHC is DRB1_0401 with pseudo-sequence DRB1_0401. The binding affinity (normalized) is 0.149.